Dataset: Catalyst prediction with 721,799 reactions and 888 catalyst types from USPTO. Task: Predict which catalyst facilitates the given reaction. (1) Reactant: FC(F)(F)C(O)=O.C([O:12][C:13](=[O:28])[CH2:14][O:15][C@@H:16]1[CH2:21][O:20][C:19]2=[N:22][C:23]([N+:25]([O-:27])=[O:26])=[CH:24][N:18]2[CH2:17]1)(C)(C)C. Product: [N+:25]([C:23]1[N:22]=[C:19]2[N:18]([CH:24]=1)[CH2:17][C@H:16]([O:15][CH2:14][C:13]([OH:28])=[O:12])[CH2:21][O:20]2)([O-:27])=[O:26]. The catalyst class is: 2. (2) Reactant: C([Li])CCC.C(NC(C)C)(C)C.[CH:13]1([CH2:19][C:20]([O:22][CH3:23])=[O:21])[CH2:18][CH2:17][CH2:16][CH2:15][CH2:14]1.[Cl:24][CH2:25][CH2:26][CH2:27]I. Product: [Cl:24][CH2:25][CH2:26][CH2:27][CH:19]([CH:13]1[CH2:18][CH2:17][CH2:16][CH2:15][CH2:14]1)[C:20]([O:22][CH3:23])=[O:21]. The catalyst class is: 375. (3) Reactant: Cl[C:2]1[C:11]2[C:6](=[CH:7][CH:8]=[CH:9][CH:10]=2)[N:5]=[C:4]([N:12]2[CH2:17][CH2:16][CH2:15][CH2:14][CH2:13]2)[N:3]=1.CC[N:20]([CH2:23][CH3:24])CC.C(N)C[C:27]1[CH:32]=[CH:31][CH:30]=[CH:29][CH:28]=1. Product: [C:27]1([C@@H:23]([NH:20][C:2]2[C:11]3[C:6](=[CH:7][CH:8]=[CH:9][CH:10]=3)[N:5]=[C:4]([N:12]3[CH2:17][CH2:16][CH2:15][CH2:14][CH2:13]3)[N:3]=2)[CH3:24])[CH:32]=[CH:31][CH:30]=[CH:29][CH:28]=1. The catalyst class is: 41. (4) Reactant: C(N(CC)CC)C.[F:8][C:9]1[C:14]([F:15])=[CH:13][CH:12]=[CH:11][C:10]=1[C:16]1[N:37]=[C:19]2[CH:20]=[N:21][N:22]([CH2:24][C:25]3[O:29][N:28]=[C:27]([C:30]4[CH:35]=[CH:34][C:33](I)=[CH:32][CH:31]=4)[CH:26]=3)[CH:23]=[C:18]2[N:17]=1.[CH:38]1([C:41]#[CH:42])[CH2:40][CH2:39]1. Product: [CH:38]1([C:41]#[C:42][C:33]2[CH:34]=[CH:35][C:30]([C:27]3[CH:26]=[C:25]([CH2:24][N:22]4[CH:23]=[C:18]5[N:17]=[C:16]([C:10]6[CH:11]=[CH:12][CH:13]=[C:14]([F:15])[C:9]=6[F:8])[N:37]=[C:19]5[CH:20]=[N:21]4)[O:29][N:28]=3)=[CH:31][CH:32]=2)[CH2:40][CH2:39]1. The catalyst class is: 3. (5) Reactant: [Cl:1][C:2]1[C:3]2[CH:10]=[C:9]([C:11]([F:14])([F:13])[F:12])[NH:8][C:4]=2[N:5]=[CH:6][N:7]=1.C([O-])([O-])=O.[Cs+].[Cs+].Br[CH2:22][CH:23]1[CH2:28][CH2:27][N:26]([C:29]([O:31][C:32]([CH3:35])([CH3:34])[CH3:33])=[O:30])[CH2:25][CH2:24]1. Product: [Cl:1][C:2]1[C:3]2[CH:10]=[C:9]([C:11]([F:14])([F:12])[F:13])[N:8]([CH2:22][CH:23]3[CH2:28][CH2:27][N:26]([C:29]([O:31][C:32]([CH3:33])([CH3:35])[CH3:34])=[O:30])[CH2:25][CH2:24]3)[C:4]=2[N:5]=[CH:6][N:7]=1. The catalyst class is: 3. (6) Reactant: [N:1]12[CH2:8][CH2:7][CH:4]([CH2:5][CH2:6]1)[C@H:3]([NH:9][C:10]1[C:19]3[C:14](=[CH:15][CH:16]=[C:17](Br)[CH:18]=3)[NH:13][C:12](=[O:21])[C:11]=1[C:22]1[NH:26][C:25]3[CH:27]=[CH:28][CH:29]=[CH:30][C:24]=3[N:23]=1)[CH2:2]2.[CH3:31][O:32][C:33]1[CH:38]=[CH:37][C:36](B(O)O)=[CH:35][CH:34]=1.C([O-])([O-])=O.[Na+].[Na+].C(Cl)Cl. Product: [N:1]12[CH2:8][CH2:7][CH:4]([CH2:5][CH2:6]1)[C@H:3]([NH:9][C:10]1[C:19]3[C:14](=[CH:15][CH:16]=[C:17]([C:36]4[CH:37]=[CH:38][C:33]([O:32][CH3:31])=[CH:34][CH:35]=4)[CH:18]=3)[NH:13][C:12](=[O:21])[C:11]=1[C:22]1[NH:26][C:25]3[CH:27]=[CH:28][CH:29]=[CH:30][C:24]=3[N:23]=1)[CH2:2]2. The catalyst class is: 57. (7) Reactant: C(N(CC)C(C)C)(C)C.Br.Br.[CH3:12][C:13]1([NH2:18])[CH2:15][C:14]1([CH3:17])[NH2:16].[F:19][C:20]1[CH:41]=[CH:40][CH:39]=[C:38]([F:42])[C:21]=1[CH2:22][O:23][C:24]1[C:25]2[N:26]([C:31]([C:35](O)=[O:36])=[C:32]([CH3:34])[N:33]=2)[CH:27]=[C:28]([CH3:30])[CH:29]=1.CN(C(ON1N=NC2C=CC=NC1=2)=[N+](C)C)C.F[P-](F)(F)(F)(F)F.C(O)(C(F)(F)F)=O. Product: [NH2:16][C:14]1([CH3:17])[CH2:15][C:13]1([NH:18][C:35]([C:31]1[N:26]2[CH:27]=[C:28]([CH3:30])[CH:29]=[C:24]([O:23][CH2:22][C:21]3[C:38]([F:42])=[CH:39][CH:40]=[CH:41][C:20]=3[F:19])[C:25]2=[N:33][C:32]=1[CH3:34])=[O:36])[CH3:12]. The catalyst class is: 18.